This data is from Reaction yield outcomes from USPTO patents with 853,638 reactions. The task is: Predict the reaction yield, written as a fraction of the theoretical maximum amount of product (1.0 means a 100% yield; for example, 0.34 means a 34% yield). (1) The reactants are [H-].C([Al+]CC(C)C)C(C)C.C[O:12][C:13](=O)[C:14]1[CH:19]=[C:18]([O:20][CH3:21])[C:17]([O:22][CH3:23])=[CH:16][C:15]=1[CH:24]([CH3:32])[CH2:25][C:26]1[CH:31]=[CH:30][CH:29]=[CH:28][CH:27]=1. The catalyst is C1COCC1. The product is [CH3:23][O:22][C:17]1[C:18]([O:20][CH3:21])=[CH:19][C:14]([CH2:13][OH:12])=[C:15]([CH:24]([CH3:32])[CH2:25][C:26]2[CH:31]=[CH:30][CH:29]=[CH:28][CH:27]=2)[CH:16]=1. The yield is 0.480. (2) The reactants are [F:1][C:2]1[CH:7]=[CH:6][C:5]([C:8]([CH3:12])([CH3:11])[C:9]#[N:10])=[CH:4][CH:3]=1.[H-].[Al+3].[Li+].[H-].[H-].[H-].O.[OH-].[Na+]. The catalyst is C1COCC1. The product is [F:1][C:2]1[CH:3]=[CH:4][C:5]([C:8]([CH3:12])([CH3:11])[CH2:9][NH2:10])=[CH:6][CH:7]=1. The yield is 0.920. (3) The reactants are [CH2:1]([CH:8]1[CH2:13][CH2:12][N:11]([CH2:14][CH2:15][CH2:16][N:17]([CH2:28][C:29]2[CH:34]=[CH:33][CH:32]=[CH:31][C:30]=2[O:35]C(C)(C)C)[CH2:18][CH2:19][NH:20]C(=O)OC(C)(C)C)[CH2:10][CH2:9]1)[C:2]1[CH:7]=[CH:6][CH:5]=[CH:4][CH:3]=1.N. The catalyst is CO. The product is [NH2:20][CH2:19][CH2:18][N:17]([CH2:28][C:29]1[CH:34]=[CH:33][CH:32]=[CH:31][C:30]=1[OH:35])[CH2:16][CH2:15][CH2:14][N:11]1[CH2:10][CH2:9][CH:8]([CH2:1][C:2]2[CH:7]=[CH:6][CH:5]=[CH:4][CH:3]=2)[CH2:13][CH2:12]1. The yield is 0.600.